Dataset: Reaction yield outcomes from USPTO patents with 853,638 reactions. Task: Predict the reaction yield, written as a fraction of the theoretical maximum amount of product (1.0 means a 100% yield; for example, 0.34 means a 34% yield). The reactants are C(OC([N:8]1[CH2:13][CH2:12][CH:11]([CH2:14][NH:15][C:16]2[N:21]3[N:22]=[CH:23][C:24]([Br:25])=[C:20]3[N:19]=[C:18]([C:26]3[CH:31]=[CH:30][CH:29]=[CH:28][C:27]=3[Cl:32])[CH:17]=2)[CH2:10][CH2:9]1)=O)(C)(C)C.S(=O)(=O)(O)O. The catalyst is CO.O1CCOCC1. The product is [Br:25][C:24]1[CH:23]=[N:22][N:21]2[C:16]([NH:15][CH2:14][CH:11]3[CH2:10][CH2:9][NH:8][CH2:13][CH2:12]3)=[CH:17][C:18]([C:26]3[CH:31]=[CH:30][CH:29]=[CH:28][C:27]=3[Cl:32])=[N:19][C:20]=12. The yield is 0.880.